This data is from Peptide-MHC class I binding affinity with 185,985 pairs from IEDB/IMGT. The task is: Regression. Given a peptide amino acid sequence and an MHC pseudo amino acid sequence, predict their binding affinity value. This is MHC class I binding data. The peptide sequence is LHSTYFPCFT. The MHC is Mamu-A2201 with pseudo-sequence Mamu-A2201. The binding affinity (normalized) is 0.